From a dataset of Full USPTO retrosynthesis dataset with 1.9M reactions from patents (1976-2016). Predict the reactants needed to synthesize the given product. (1) Given the product [NH2:1][C:2]1[N:3]=[C:4]2[C:5]([N:9]=[C:16]([C:15]3[CH:18]=[CH:19][C:12]([F:11])=[CH:13][CH:14]=3)[NH:10]2)=[C:6]([OH:8])[N:7]=1, predict the reactants needed to synthesize it. The reactants are: [NH2:1][C:2]1[N:7]=[C:6]([OH:8])[C:5]([NH2:9])=[C:4]([NH2:10])[N:3]=1.[F:11][C:12]1[CH:19]=[CH:18][C:15]([CH:16]=O)=[CH:14][CH:13]=1. (2) Given the product [F:35][C:36]([F:41])([F:40])[C:37]([OH:39])=[O:38].[F:33][C:31]([F:32])([F:34])[C:23]1[CH:22]=[C:21]([CH:26]=[C:25]([C:27]([F:30])([F:28])[F:29])[CH:24]=1)[O:20][CH2:19][C@H:10]1[C@H:11]([C:13]2[CH:14]=[CH:15][CH:16]=[CH:17][CH:18]=2)[CH2:12][NH:8][CH2:9]1, predict the reactants needed to synthesize it. The reactants are: C(OC([N:8]1[CH2:12][C@@H:11]([C:13]2[CH:18]=[CH:17][CH:16]=[CH:15][CH:14]=2)[C@H:10]([CH2:19][O:20][C:21]2[CH:26]=[C:25]([C:27]([F:30])([F:29])[F:28])[CH:24]=[C:23]([C:31]([F:34])([F:33])[F:32])[CH:22]=2)[CH2:9]1)=O)(C)(C)C.[F:35][C:36]([F:41])([F:40])[C:37]([OH:39])=[O:38].Cl.